Dataset: Full USPTO retrosynthesis dataset with 1.9M reactions from patents (1976-2016). Task: Predict the reactants needed to synthesize the given product. (1) The reactants are: [Cl:1][C:2]1[CH:7]=[C:6]([Cl:8])[CH:5]=[C:4]([Cl:9])[C:3]=1[NH:10][C:11]([NH:13][C:14]1[C:15]([C:24]([NH:26][C:27]2([C:35]([O:37]C)=[O:36])[CH2:34][CH2:33][CH2:32][CH2:31][CH2:30][CH2:29][CH2:28]2)=[O:25])=[CH:16][C:17]2[C:22]([CH:23]=1)=[CH:21][CH:20]=[CH:19][CH:18]=2)=[O:12].Cl. Given the product [Cl:1][C:2]1[CH:7]=[C:6]([Cl:8])[CH:5]=[C:4]([Cl:9])[C:3]=1[NH:10][C:11]([NH:13][C:14]1[C:15]([C:24]([NH:26][C:27]2([C:35]([OH:37])=[O:36])[CH2:34][CH2:33][CH2:32][CH2:31][CH2:30][CH2:29][CH2:28]2)=[O:25])=[CH:16][C:17]2[C:22]([CH:23]=1)=[CH:21][CH:20]=[CH:19][CH:18]=2)=[O:12], predict the reactants needed to synthesize it. (2) Given the product [CH:47]([N:26]1[CH2:25][CH2:24][CH:23]([CH2:22][O:21][C:18]2[CH:17]=[N:16][C:15]([C:11]3[CH:10]=[C:9]([CH:14]=[CH:13][CH:12]=3)[CH2:8][N:7]3[C:2](=[O:1])[CH:3]=[CH:4][C:5]([C:29]4[CH:30]=[C:31]([CH:34]=[CH:35][CH:36]=4)[C:32]#[N:33])=[N:6]3)=[N:20][CH:19]=2)[CH2:28][CH2:27]1)([CH3:48])[CH3:51], predict the reactants needed to synthesize it. The reactants are: [O:1]=[C:2]1[N:7]([CH2:8][C:9]2[CH:14]=[CH:13][CH:12]=[C:11]([C:15]3[N:20]=[CH:19][C:18]([O:21][CH2:22][CH:23]4[CH2:28][CH2:27][NH:26][CH2:25][CH2:24]4)=[CH:17][N:16]=3)[CH:10]=2)[N:6]=[C:5]([C:29]2[CH:30]=[C:31]([CH:34]=[CH:35][CH:36]=2)[C:32]#[N:33])[CH:4]=[CH:3]1.C(O[BH-](O[C:47](=O)[CH3:48])OC(=O)C)(=O)C.[Na+].[C:51](O)(=O)C.